Task: Predict which catalyst facilitates the given reaction.. Dataset: Catalyst prediction with 721,799 reactions and 888 catalyst types from USPTO (1) Reactant: C[O:2][C:3](=[O:26])[C@@H:4]([N:12]1[CH2:16][C:15]([O:17][C:18]2[CH:19]=[N:20][C:21]([CH3:24])=[CH:22][CH:23]=2)=[CH:14][C:13]1=[O:25])[CH2:5][CH:6]1[CH2:11][CH2:10][CH2:9][CH2:8][CH2:7]1.[OH-].[Li+]. Product: [CH:6]1([CH2:5][C@H:4]([N:12]2[CH2:16][C:15]([O:17][C:18]3[CH:19]=[N:20][C:21]([CH3:24])=[CH:22][CH:23]=3)=[CH:14][C:13]2=[O:25])[C:3]([OH:26])=[O:2])[CH2:11][CH2:10][CH2:9][CH2:8][CH2:7]1. The catalyst class is: 30. (2) Reactant: [ClH:1].[P:2]([O:14][CH2:15][CH:16]1[CH2:21][CH2:20][N:19]([CH2:22][CH2:23][CH2:24][O:25][C:26]2[CH:35]=[C:34]3[C:29]([C:30]([NH:36][C:37]4[S:38][C:39]([CH2:42][C:43]([NH:45][C:46]5[CH:51]=[CH:50][CH:49]=[CH:48][C:47]=5[F:52])=[O:44])=[CH:40][N:41]=4)=[N:31][CH:32]=[N:33]3)=[CH:28][C:27]=2[O:53][CH3:54])[CH2:18][CH2:17]1)([O:9]C(C)(C)C)([O:4]C(C)(C)C)=[O:3]. Product: [ClH:1].[ClH:1].[P:2]([OH:9])([OH:4])([O:14][CH2:15][CH:16]1[CH2:21][CH2:20][N:19]([CH2:22][CH2:23][CH2:24][O:25][C:26]2[CH:35]=[C:34]3[C:29]([C:30]([NH:36][C:37]4[S:38][C:39]([CH2:42][C:43]([NH:45][C:46]5[CH:51]=[CH:50][CH:49]=[CH:48][C:47]=5[F:52])=[O:44])=[CH:40][N:41]=4)=[N:31][CH:32]=[N:33]3)=[CH:28][C:27]=2[O:53][CH3:54])[CH2:18][CH2:17]1)=[O:3]. The catalyst class is: 12. (3) Reactant: [CH3:1][N:2]1[CH2:6][CH2:5][CH:4]([N:7]2[CH:11]=[C:10]([NH:12][C:13]3[N:21]=[C:20]4[C:16]([N:17]=[CH:18][N:19]4COCC[Si](C)(C)C)=[C:15]([O:30][C:31]4[CH:32]=[C:33]([NH:37][C:38](=[O:41])[CH:39]=[CH2:40])[CH:34]=[CH:35][CH:36]=4)[N:14]=3)[CH:9]=[N:8]2)[CH2:3]1.C(O)(C(F)(F)F)=O. Product: [CH3:1][N:2]1[CH2:6][CH2:5][CH:4]([N:7]2[CH:11]=[C:10]([NH:12][C:13]3[N:21]=[C:20]4[C:16]([N:17]=[CH:18][NH:19]4)=[C:15]([O:30][C:31]4[CH:32]=[C:33]([NH:37][C:38](=[O:41])[CH:39]=[CH2:40])[CH:34]=[CH:35][CH:36]=4)[N:14]=3)[CH:9]=[N:8]2)[CH2:3]1. The catalyst class is: 2. (4) Reactant: Cl[C:2]1[N:7]=[C:6]([N:8]2[CH2:13][CH2:12][O:11][CH2:10][CH2:9]2)[N:5]=[C:4]([N:14]2[CH2:20][CH:19]3[O:21][CH:16]([CH2:17][CH2:18]3)[CH2:15]2)[N:3]=1.C(=O)([O-])[O-].[Na+].[Na+].[NH2:28][C:29]1[CH:34]=[CH:33][C:32](B2OC(C)(C)C(C)(C)O2)=[CH:31][CH:30]=1. Product: [N:8]1([C:6]2[N:5]=[C:4]([N:14]3[CH2:20][CH:19]4[O:21][CH:16]([CH2:17][CH2:18]4)[CH2:15]3)[N:3]=[C:2]([C:32]3[CH:33]=[CH:34][C:29]([NH2:28])=[CH:30][CH:31]=3)[N:7]=2)[CH2:13][CH2:12][O:11][CH2:10][CH2:9]1. The catalyst class is: 276. (5) Reactant: [CH3:1][O:2][CH2:3][C@@H:4]([S:6]([C:9]1[CH:27]=[CH:26][C:25]([N+:28]([O-])=O)=[CH:24][C:10]=1[CH2:11][N:12](C)[C:13](=O)OCC1C=CC=CC=1)(=[O:8])=[O:7])[CH3:5]. Product: [CH3:1][O:2][CH2:3][C@@H:4]([S:6]([C:9]1[CH:27]=[CH:26][C:25]([NH2:28])=[CH:24][C:10]=1[CH2:11][NH:12][CH3:13])(=[O:7])=[O:8])[CH3:5]. The catalyst class is: 19. (6) Reactant: [Br:1][C:2]1[CH:3]=[C:4]2[C:9](=[CH:10][CH:11]=1)[C:8](Cl)=[N:7][N:6]=[CH:5]2.[CH:13]1([NH2:19])[CH2:18][CH2:17][CH2:16][CH2:15][CH2:14]1.C(=O)([O-])[O-].[K+].[K+]. Product: [Br:1][C:2]1[CH:3]=[C:4]2[C:9](=[CH:10][CH:11]=1)[C:8]([NH:19][CH:13]1[CH2:18][CH2:17][CH2:16][CH2:15][CH2:14]1)=[N:7][N:6]=[CH:5]2. The catalyst class is: 10. (7) Reactant: Cl.[C:2]([C:6]1[CH:11]=[C:10]([S:12][CH:13]2[CH2:18][CH2:17][NH:16][CH2:15][CH2:14]2)[CH:9]=[C:8]([C:19]([CH3:22])([CH3:21])[CH3:20])[C:7]=1[OH:23])([CH3:5])([CH3:4])[CH3:3].C(N(CC)CC)C.[CH3:31][O:32][C:33]([C:35]1[O:36][C:37]([S:40](Cl)(=[O:42])=[O:41])=[CH:38][CH:39]=1)=[O:34]. Product: [CH3:31][O:32][C:33]([C:35]1[O:36][C:37]([S:40]([N:16]2[CH2:17][CH2:18][CH:13]([S:12][C:10]3[CH:9]=[C:8]([C:19]([CH3:22])([CH3:21])[CH3:20])[C:7]([OH:23])=[C:6]([C:2]([CH3:5])([CH3:4])[CH3:3])[CH:11]=3)[CH2:14][CH2:15]2)(=[O:42])=[O:41])=[CH:38][CH:39]=1)=[O:34]. The catalyst class is: 4. (8) Reactant: [F:1][C:2]1[CH:3]=[C:4]([CH:6]=[CH:7][C:8]=1[Br:9])[NH2:5].[C:10]([O-])(O)=[O:11].[Na+].ClC(Cl)(OC(=O)OC(Cl)(Cl)Cl)Cl. Product: [F:1][C:2]1[CH:3]=[C:4]([N:5]=[C:10]=[O:11])[CH:6]=[CH:7][C:8]=1[Br:9]. The catalyst class is: 2. (9) Reactant: CC1C=CC(S(OCC2CC3C(F)=CC=C(C4C=CC=CC=4)C=3O2)(=O)=O)=CC=1.[N-]=[N+]=[N-].[Na+].N(CC1CC2C=C(Cl)C=C(C3C=CSC=3)C=2O1)=[N+]=[N-].[N:52]([CH2:55][CH:56]1[CH2:60][C:59]2[C:61]([F:71])=[CH:62][CH:63]=[C:64]([C:65]3[CH:70]=[CH:69][CH:68]=[CH:67][CH:66]=3)[C:58]=2[O:57]1)=[N+]=[N-].[N-]=[N+]=[N-]. Product: [F:71][C:61]1[C:59]2[CH2:60][CH:56]([CH2:55][NH2:52])[O:57][C:58]=2[C:64]([C:65]2[CH:70]=[CH:69][CH:68]=[CH:67][CH:66]=2)=[CH:63][CH:62]=1. The catalyst class is: 45. (10) Reactant: [Cl:1][C:2]1[C:3](=[O:29])[N:4]([CH2:19][CH2:20][C:21]2[CH:28]=[CH:27][C:24]([C:25]#[N:26])=[CH:23][CH:22]=2)[C:5]([CH2:9][O:10][C:11]2[CH:16]=[CH:15][CH:14]=[C:13]([CH2:17][CH3:18])[CH:12]=2)=[C:6]([Cl:8])[CH:7]=1.[N-:30]=[N+:31]=[N-:32].[Na+].Cl.C(N(CC)CC)C.O. Product: [Cl:1][C:2]1[C:3](=[O:29])[N:4]([CH2:19][CH2:20][C:21]2[CH:22]=[CH:23][C:24]([C:25]3[NH:32][N:31]=[N:30][N:26]=3)=[CH:27][CH:28]=2)[C:5]([CH2:9][O:10][C:11]2[CH:16]=[CH:15][CH:14]=[C:13]([CH2:17][CH3:18])[CH:12]=2)=[C:6]([Cl:8])[CH:7]=1. The catalyst class is: 133.